Dataset: Catalyst prediction with 721,799 reactions and 888 catalyst types from USPTO. Task: Predict which catalyst facilitates the given reaction. (1) Reactant: [OH:1][C:2]1[CH:11]=[CH:10][C:5]([C:6]([O:8][CH3:9])=[O:7])=[CH:4][C:3]=1[O:12][CH3:13].Br[CH2:15][CH2:16][CH2:17][Cl:18].C(=O)([O-])[O-].[K+].[K+]. Product: [Cl:18][CH2:17][CH2:16][CH2:15][O:1][C:2]1[CH:11]=[CH:10][C:5]([C:6]([O:8][CH3:9])=[O:7])=[CH:4][C:3]=1[O:12][CH3:13]. The catalyst class is: 10. (2) Reactant: [C:1](Cl)(=[O:4])[CH2:2][CH3:3].OC(C(F)(F)F)=O.[NH2:13][C:14]1[S:18][C:17]([C:19]2[CH:24]=[CH:23][N:22]=[C:21]([NH:25][C:26]3[CH:27]=[C:28]([CH3:32])[CH:29]=[CH:30][CH:31]=3)[N:20]=2)=[CH:16][CH:15]=1.N1C=CC=CC=1. Product: [C:28]1([CH3:32])[CH:29]=[CH:30][CH:31]=[C:26]([NH:25][C:21]2[N:20]=[C:19]([C:17]3[S:18][C:14]([NH:13][C:1](=[O:4])[CH2:2][CH3:3])=[CH:15][CH:16]=3)[CH:24]=[CH:23][N:22]=2)[CH:27]=1. The catalyst class is: 583. (3) Reactant: [CH3:1][NH:2][C:3]([CH:5]1[CH2:10][CH2:9][N:8]([C:11]2[CH:16]=[CH:15][C:14](Br)=[CH:13][CH:12]=2)[CH2:7][CH2:6]1)=[O:4].[B:18]1([B:18]2[O:22][C:21]([CH3:24])([CH3:23])[C:20]([CH3:26])([CH3:25])[O:19]2)[O:22][C:21]([CH3:24])([CH3:23])[C:20]([CH3:26])([CH3:25])[O:19]1.C([O-])(=O)C.[K+]. Product: [CH3:1][NH:2][C:3]([CH:5]1[CH2:10][CH2:9][N:8]([C:11]2[CH:16]=[CH:15][C:14]([B:18]3[O:22][C:21]([CH3:24])([CH3:23])[C:20]([CH3:26])([CH3:25])[O:19]3)=[CH:13][CH:12]=2)[CH2:7][CH2:6]1)=[O:4]. The catalyst class is: 184. (4) Product: [Br:1][C:2]1[CH:7]=[CH:6][N:5]=[C:4]([NH:9][NH2:10])[CH:3]=1. The catalyst class is: 6. Reactant: [Br:1][C:2]1[CH:7]=[CH:6][N:5]=[C:4](F)[CH:3]=1.[NH2:9][NH2:10].[OH-].[Na+]. (5) Reactant: [OH:1]OS([O-])=O.[K+].[F:7][C:8]([F:38])([C:34]([F:37])([F:36])[F:35])[CH2:9][O:10][C:11]1[CH:16]=[CH:15][C:14]([N:17]2[C:22](=[O:23])[C:21]3[CH2:24][C:25](=[O:27])[NH:26][C:20]=3[N:19]=[C:18]2[S:28][CH2:29][CH2:30][CH2:31][CH2:32][CH3:33])=[CH:13][CH:12]=1.CO. Product: [F:38][C:8]([F:7])([C:34]([F:35])([F:36])[F:37])[CH2:9][O:10][C:11]1[CH:16]=[CH:15][C:14]([N:17]2[C:22](=[O:23])[C:21]3[CH2:24][C:25](=[O:27])[NH:26][C:20]=3[N:19]=[C:18]2[S:28]([CH2:29][CH2:30][CH2:31][CH2:32][CH3:33])=[O:1])=[CH:13][CH:12]=1. The catalyst class is: 6. (6) Reactant: Cl[C:2]1[C:3]([CH:5]=[C:6]([NH:10][C:11]2[C:20]3[C:15](=[CH:16][C:17]([O:23][CH2:24][CH2:25][O:26][CH3:27])=[C:18]([O:21][CH3:22])[CH:19]=3)[N:14]=[CH:13][N:12]=2)[C:7](=[O:9])[CH:8]=1)=[O:4].Cl.[N:29]1[CH:34]=CC=[CH:31][CH:30]=1.CNCC. Product: [CH2:30]([N:29]([CH3:34])[C:2]1[C:3]([CH:5]=[C:6]([NH:10][C:11]2[C:20]3[C:15](=[CH:16][C:17]([O:23][CH2:24][CH2:25][O:26][CH3:27])=[C:18]([O:21][CH3:22])[CH:19]=3)[N:14]=[CH:13][N:12]=2)[C:7](=[O:9])[CH:8]=1)=[O:4])[CH3:31]. The catalyst class is: 7.